From a dataset of NCI-60 drug combinations with 297,098 pairs across 59 cell lines. Regression. Given two drug SMILES strings and cell line genomic features, predict the synergy score measuring deviation from expected non-interaction effect. (1) Drug 1: CC1OCC2C(O1)C(C(C(O2)OC3C4COC(=O)C4C(C5=CC6=C(C=C35)OCO6)C7=CC(=C(C(=C7)OC)O)OC)O)O. Drug 2: CCCCC(=O)OCC(=O)C1(CC(C2=C(C1)C(=C3C(=C2O)C(=O)C4=C(C3=O)C=CC=C4OC)O)OC5CC(C(C(O5)C)O)NC(=O)C(F)(F)F)O. Cell line: HCT-15. Synergy scores: CSS=47.9, Synergy_ZIP=-0.271, Synergy_Bliss=-0.0790, Synergy_Loewe=0.0763, Synergy_HSA=0.0461. (2) Drug 1: CS(=O)(=O)OCCCCOS(=O)(=O)C. Drug 2: C1C(C(OC1N2C=NC(=NC2=O)N)CO)O. Cell line: SK-MEL-28. Synergy scores: CSS=2.45, Synergy_ZIP=2.21, Synergy_Bliss=3.35, Synergy_Loewe=0.786, Synergy_HSA=0.581. (3) Drug 1: C1C(C(OC1N2C=NC3=C2NC=NCC3O)CO)O. Drug 2: C(CCl)NC(=O)N(CCCl)N=O. Cell line: RXF 393. Synergy scores: CSS=1.75, Synergy_ZIP=-2.25, Synergy_Bliss=-1.14, Synergy_Loewe=0.248, Synergy_HSA=-0.769. (4) Drug 1: CN(C)C1=NC(=NC(=N1)N(C)C)N(C)C. Drug 2: C1=NC2=C(N=C(N=C2N1C3C(C(C(O3)CO)O)O)F)N. Cell line: NCI-H460. Synergy scores: CSS=-7.67, Synergy_ZIP=0.537, Synergy_Bliss=-6.14, Synergy_Loewe=-7.26, Synergy_HSA=-8.74. (5) Drug 1: C1=NC2=C(N1)C(=S)N=C(N2)N. Drug 2: CC1=C(C=C(C=C1)C(=O)NC2=CC(=CC(=C2)C(F)(F)F)N3C=C(N=C3)C)NC4=NC=CC(=N4)C5=CN=CC=C5. Cell line: HL-60(TB). Synergy scores: CSS=37.7, Synergy_ZIP=7.41, Synergy_Bliss=1.25, Synergy_Loewe=-9.35, Synergy_HSA=-4.38. (6) Drug 1: CC1=C(C=C(C=C1)NC2=NC=CC(=N2)N(C)C3=CC4=NN(C(=C4C=C3)C)C)S(=O)(=O)N.Cl. Drug 2: CC1CCCC2(C(O2)CC(NC(=O)CC(C(C(=O)C(C1O)C)(C)C)O)C(=CC3=CSC(=N3)C)C)C. Cell line: SW-620. Synergy scores: CSS=-3.24, Synergy_ZIP=5.14, Synergy_Bliss=5.34, Synergy_Loewe=-7.71, Synergy_HSA=-4.96. (7) Drug 1: C1CCC(CC1)NC(=O)N(CCCl)N=O. Drug 2: CC1CCC2CC(C(=CC=CC=CC(CC(C(=O)C(C(C(=CC(C(=O)CC(OC(=O)C3CCCCN3C(=O)C(=O)C1(O2)O)C(C)CC4CCC(C(C4)OC)OCCO)C)C)O)OC)C)C)C)OC. Cell line: K-562. Synergy scores: CSS=27.0, Synergy_ZIP=-8.67, Synergy_Bliss=-7.24, Synergy_Loewe=-6.16, Synergy_HSA=-3.65. (8) Drug 1: CC1=C2C(C(=O)C3(C(CC4C(C3C(C(C2(C)C)(CC1OC(=O)C(C(C5=CC=CC=C5)NC(=O)C6=CC=CC=C6)O)O)OC(=O)C7=CC=CC=C7)(CO4)OC(=O)C)O)C)OC(=O)C. Drug 2: CS(=O)(=O)OCCCCOS(=O)(=O)C. Synergy scores: CSS=64.9, Synergy_ZIP=1.14, Synergy_Bliss=-7.61, Synergy_Loewe=-66.8, Synergy_HSA=-8.35. Cell line: MDA-MB-435.